From a dataset of Catalyst prediction with 721,799 reactions and 888 catalyst types from USPTO. Predict which catalyst facilitates the given reaction. (1) Reactant: [CH3:1][C:2]1[C:15]2[NH:14][C:13]3[C:8](=[CH:9][CH:10]=[CH:11][CH:12]=3)[S:7][C:6]=2[CH:5]=[CH:4][C:3]=1[CH3:16].[H-].[Na+].[Cl:19][CH2:20][CH2:21][CH2:22]I.O. Product: [CH3:1][C:2]1[C:15]2[N:14]([CH2:22][CH2:21][CH2:20][Cl:19])[C:13]3[C:8](=[CH:9][CH:10]=[CH:11][CH:12]=3)[S:7][C:6]=2[CH:5]=[CH:4][C:3]=1[CH3:16]. The catalyst class is: 3. (2) Reactant: [C:1]([NH:9][C:10]1[C:18]2[C:13](=[N:14][CH:15]=[C:16]([C:37]3[CH:42]=[CH:41][CH:40]=[CH:39][CH:38]=3)[C:17]=2[N:19]2[CH2:24][CH2:23][N:22]([C:25](=[O:36])[CH2:26][CH2:27][NH:28]C(=O)OC(C)(C)C)[CH2:21][CH2:20]2)[NH:12][CH:11]=1)(=[O:8])[C:2]1[CH:7]=[CH:6][CH:5]=[N:4][CH:3]=1.C(O)(C(F)(F)F)=O. Product: [NH2:28][CH2:27][CH2:26][C:25]([N:22]1[CH2:23][CH2:24][N:19]([C:17]2[C:16]([C:37]3[CH:38]=[CH:39][CH:40]=[CH:41][CH:42]=3)=[CH:15][N:14]=[C:13]3[NH:12][CH:11]=[C:10]([NH:9][C:1](=[O:8])[C:2]4[CH:7]=[CH:6][CH:5]=[N:4][CH:3]=4)[C:18]=23)[CH2:20][CH2:21]1)=[O:36]. The catalyst class is: 2. (3) Reactant: [CH3:1][O:2][C:3]1[CH:8]=[CH:7][C:6](B(O)O)=[CH:5][CH:4]=1.[F-].[Cs+].Cl[C:15]1[CH:23]=[C:22]2[C:18]([C:19]([NH:32][C:33](=[O:37])[CH2:34][CH2:35][CH3:36])=[N:20][N:21]2[CH2:24][O:25][CH2:26][CH2:27][Si:28]([CH3:31])([CH3:30])[CH3:29])=[CH:17][CH:16]=1. Product: [CH3:1][O:2][C:3]1[CH:8]=[CH:7][C:6]([C:15]2[CH:23]=[C:22]3[C:18]([C:19]([NH:32][C:33](=[O:37])[CH2:34][CH2:35][CH3:36])=[N:20][N:21]3[CH2:24][O:25][CH2:26][CH2:27][Si:28]([CH3:31])([CH3:29])[CH3:30])=[CH:17][CH:16]=2)=[CH:5][CH:4]=1. The catalyst class is: 160. (4) Reactant: [Br:1][C:2]1[CH:3]=[C:4]([CH:8]=[CH:9][CH:10]=1)[C:5](Cl)=[O:6].[Br:11][C:12]1[CH:16]=[N:15][N:14]([CH3:17])[C:13]=1[C:18]1[CH:19]=[C:20]([CH:22]=[CH:23][C:24]=1[O:25][CH2:26][C:27]([CH3:32])([N+:29]([O-])=O)[CH3:28])[NH2:21].C(N(CC)C(C)C)(C)C. Product: [NH2:29][C:27]([CH3:32])([CH3:28])[CH2:26][O:25][C:24]1[CH:23]=[CH:22][C:20]([NH:21][C:5](=[O:6])[C:4]2[CH:8]=[CH:9][CH:10]=[C:2]([Br:1])[CH:3]=2)=[CH:19][C:18]=1[C:13]1[N:14]([CH3:17])[N:15]=[CH:16][C:12]=1[Br:11]. The catalyst class is: 4. (5) Reactant: [N+:1]([C:4]1[CH:9]=[CH:8][C:7]([C:10]2[CH:15]=[C:14]([C:16]3[CH:21]=[CH:20][C:19]([N+:22]([O-])=O)=[CH:18][CH:17]=3)[N:13]=[C:12]([C:25]3[CH:30]=[CH:29][CH:28]=[CH:27][CH:26]=3)[N:11]=2)=[CH:6][CH:5]=1)([O-])=O. Product: [NH2:1][C:4]1[CH:5]=[CH:6][C:7]([C:10]2[N:11]=[C:12]([C:25]3[CH:30]=[CH:29][CH:28]=[CH:27][CH:26]=3)[N:13]=[C:14]([C:16]3[CH:17]=[CH:18][C:19]([NH2:22])=[CH:20][CH:21]=3)[CH:15]=2)=[CH:8][CH:9]=1. The catalyst class is: 285.